This data is from Forward reaction prediction with 1.9M reactions from USPTO patents (1976-2016). The task is: Predict the product of the given reaction. (1) Given the reactants [F:1][C:2]1[CH:7]=[CH:6][C:5]([C:8](=[O:11])[CH2:9][CH3:10])=[C:4]([OH:12])[CH:3]=1.[C:13](=O)([O-])[O-].[K+].[K+].IC, predict the reaction product. The product is: [F:1][C:2]1[CH:7]=[CH:6][C:5]([C:8](=[O:11])[CH2:9][CH3:10])=[C:4]([O:12][CH3:13])[CH:3]=1. (2) Given the reactants C1(S([N:10]2[C:14]3=[N:15][CH:16]=[CH:17][CH:18]=[C:13]3[CH:12]=[C:11]2[C:19]([C:27]2[CH:32]=[CH:31][C:30]([S:33]([CH3:36])(=[O:35])=[O:34])=[CH:29][CH:28]=2)=[CH:20][CH:21]2[CH2:26][CH2:25][CH2:24][CH2:23][O:22]2)(=O)=O)C=CC=CC=1.[OH-].[Na+], predict the reaction product. The product is: [CH3:36][S:33]([C:30]1[CH:29]=[CH:28][C:27]([C:19]([C:11]2[NH:10][C:14]3=[N:15][CH:16]=[CH:17][CH:18]=[C:13]3[CH:12]=2)=[CH:20][CH:21]2[CH2:26][CH2:25][CH2:24][CH2:23][O:22]2)=[CH:32][CH:31]=1)(=[O:34])=[O:35]. (3) Given the reactants [N:1]1C=CC=CC=1.[C:7](Cl)(=[O:11])[C:8](Cl)=[O:9].[CH2:13]([O:17][C:18](=[O:20])[OH:19])[CH:14]([CH3:16])[CH3:15].N1CCC1=O, predict the reaction product. The product is: [CH2:13]([O:17][C:18](=[O:19])[OH:20])[CH:14]([CH3:16])[CH3:15].[C:7]1(=[O:11])[NH:1][C:8]1=[O:9].